Dataset: NCI-60 drug combinations with 297,098 pairs across 59 cell lines. Task: Regression. Given two drug SMILES strings and cell line genomic features, predict the synergy score measuring deviation from expected non-interaction effect. (1) Drug 1: C1=C(C(=O)NC(=O)N1)N(CCCl)CCCl. Drug 2: C1=CC=C(C=C1)NC(=O)CCCCCCC(=O)NO. Cell line: K-562. Synergy scores: CSS=60.0, Synergy_ZIP=8.70, Synergy_Bliss=8.46, Synergy_Loewe=10.9, Synergy_HSA=12.3. (2) Synergy scores: CSS=26.3, Synergy_ZIP=-6.23, Synergy_Bliss=-0.307, Synergy_Loewe=-1.07, Synergy_HSA=-0.978. Drug 1: CCC(=C(C1=CC=CC=C1)C2=CC=C(C=C2)OCCN(C)C)C3=CC=CC=C3.C(C(=O)O)C(CC(=O)O)(C(=O)O)O. Cell line: SK-MEL-28. Drug 2: CC(C)CN1C=NC2=C1C3=CC=CC=C3N=C2N. (3) Drug 1: CC1=C(C(CCC1)(C)C)C=CC(=CC=CC(=CC(=O)O)C)C. Drug 2: CCC1(C2=C(COC1=O)C(=O)N3CC4=CC5=C(C=CC(=C5CN(C)C)O)N=C4C3=C2)O.Cl. Cell line: BT-549. Synergy scores: CSS=21.2, Synergy_ZIP=-5.75, Synergy_Bliss=-4.04, Synergy_Loewe=-21.7, Synergy_HSA=-3.36. (4) Drug 1: C1CCN(CC1)CCOC2=CC=C(C=C2)C(=O)C3=C(SC4=C3C=CC(=C4)O)C5=CC=C(C=C5)O. Drug 2: CN(CCCl)CCCl.Cl. Cell line: ACHN. Synergy scores: CSS=38.5, Synergy_ZIP=1.63, Synergy_Bliss=2.94, Synergy_Loewe=-5.10, Synergy_HSA=1.49. (5) Drug 1: CC1=C2C(C(=O)C3(C(CC4C(C3C(C(C2(C)C)(CC1OC(=O)C(C(C5=CC=CC=C5)NC(=O)OC(C)(C)C)O)O)OC(=O)C6=CC=CC=C6)(CO4)OC(=O)C)OC)C)OC. Drug 2: CC1C(C(=O)NC(C(=O)N2CCCC2C(=O)N(CC(=O)N(C(C(=O)O1)C(C)C)C)C)C(C)C)NC(=O)C3=C4C(=C(C=C3)C)OC5=C(C(=O)C(=C(C5=N4)C(=O)NC6C(OC(=O)C(N(C(=O)CN(C(=O)C7CCCN7C(=O)C(NC6=O)C(C)C)C)C)C(C)C)C)N)C. Cell line: U251. Synergy scores: CSS=55.0, Synergy_ZIP=5.36, Synergy_Bliss=6.15, Synergy_Loewe=-5.53, Synergy_HSA=6.44. (6) Drug 1: CN1CCC(CC1)COC2=C(C=C3C(=C2)N=CN=C3NC4=C(C=C(C=C4)Br)F)OC. Drug 2: C1=NNC2=C1C(=O)NC=N2. Cell line: SF-539. Synergy scores: CSS=8.43, Synergy_ZIP=-1.85, Synergy_Bliss=2.61, Synergy_Loewe=-19.0, Synergy_HSA=3.33. (7) Drug 1: CC(C1=C(C=CC(=C1Cl)F)Cl)OC2=C(N=CC(=C2)C3=CN(N=C3)C4CCNCC4)N. Drug 2: CNC(=O)C1=NC=CC(=C1)OC2=CC=C(C=C2)NC(=O)NC3=CC(=C(C=C3)Cl)C(F)(F)F. Synergy scores: CSS=19.6, Synergy_ZIP=-4.43, Synergy_Bliss=-3.50, Synergy_Loewe=-3.76, Synergy_HSA=-3.30. Cell line: SN12C. (8) Drug 1: C1CC(=O)NC(=O)C1N2CC3=C(C2=O)C=CC=C3N. Drug 2: CC1=C(C=C(C=C1)NC(=O)C2=CC=C(C=C2)CN3CCN(CC3)C)NC4=NC=CC(=N4)C5=CN=CC=C5. Cell line: OVCAR-4. Synergy scores: CSS=-0.595, Synergy_ZIP=-0.572, Synergy_Bliss=-1.85, Synergy_Loewe=-3.59, Synergy_HSA=-2.82. (9) Drug 1: CC1=CC=C(C=C1)C2=CC(=NN2C3=CC=C(C=C3)S(=O)(=O)N)C(F)(F)F. Drug 2: CC1CCC2CC(C(=CC=CC=CC(CC(C(=O)C(C(C(=CC(C(=O)CC(OC(=O)C3CCCCN3C(=O)C(=O)C1(O2)O)C(C)CC4CCC(C(C4)OC)O)C)C)O)OC)C)C)C)OC. Cell line: NCI-H322M. Synergy scores: CSS=9.15, Synergy_ZIP=0.255, Synergy_Bliss=4.69, Synergy_Loewe=3.42, Synergy_HSA=3.94.